This data is from Catalyst prediction with 721,799 reactions and 888 catalyst types from USPTO. The task is: Predict which catalyst facilitates the given reaction. (1) Reactant: [C:1]([O:5][C:6]([NH:8][C@H:9]([C:26]([O:28][CH:29]([CH3:31])[CH3:30])=[O:27])[CH2:10][C:11]1[CH:16]=[CH:15][C:14]([B:17]2[O:21]C(C)(C)C(C)(C)[O:18]2)=[CH:13][CH:12]=1)=[O:7])([CH3:4])([CH3:3])[CH3:2].I([O-])(=O)(=O)=O.[Na+].C([O-])(=O)C.[NH4+].O. Product: [C:1]([O:5][C:6]([NH:8][C@H:9]([C:26]([O:28][CH:29]([CH3:31])[CH3:30])=[O:27])[CH2:10][C:11]1[CH:16]=[CH:15][C:14]([B:17]([OH:21])[OH:18])=[CH:13][CH:12]=1)=[O:7])([CH3:3])([CH3:4])[CH3:2]. The catalyst class is: 21. (2) Reactant: C([O:4][CH2:5][CH2:6][N:7]([CH2:15][C:16](OCC)=[O:17])[C:8]1[CH:13]=[CH:12][C:11]([F:14])=[CH:10][CH:9]=1)(=O)C.[BH4-].[Li+].O. Product: [OH:4][CH2:5][CH2:6][N:7]([C:8]1[CH:9]=[CH:10][C:11]([F:14])=[CH:12][CH:13]=1)[CH2:15][CH2:16][OH:17]. The catalyst class is: 7. (3) Reactant: C([O:5][C:6](=[O:53])[C:7]([O:10]/[N:11]=[C:12](/[C:40]1[N:41]=[C:42]([NH:45]C(OC(C)(C)C)=O)[S:43][CH:44]=1)\[C:13]([NH:15][C@@H:16]1[C:19](=[O:20])[N:18]([S:21]([OH:24])(=[O:23])=[O:22])[C@@H:17]1[CH2:25][N:26]1[C:30]([CH2:31][NH:32]C(OC(C)(C)C)=O)=[N:29][N:28]=[N:27]1)=[O:14])([CH3:9])[CH3:8])(C)(C)C.C(O)(C(F)(F)F)=O. Product: [NH2:32][CH2:31][C:30]1[N:26]([CH2:25][C@@H:17]2[C@H:16]([NH:15][C:13](=[O:14])/[C:12](=[N:11]\[O:10][C:7]([CH3:9])([CH3:8])[C:6]([OH:53])=[O:5])/[C:40]3[N:41]=[C:42]([NH2:45])[S:43][CH:44]=3)[C:19](=[O:20])[N:18]2[S:21]([OH:24])(=[O:23])=[O:22])[N:27]=[N:28][N:29]=1. The catalyst class is: 2.